Dataset: Forward reaction prediction with 1.9M reactions from USPTO patents (1976-2016). Task: Predict the product of the given reaction. (1) Given the reactants [C:1]1([C:7]2[CH2:11][C:10]3([CH2:16][CH2:15][CH:14]([C:17]([OH:19])=O)[CH2:13][CH2:12]3)[O:9][N:8]=2)[CH:6]=[CH:5][CH:4]=[CH:3][CH:2]=1.C(N(C(C)C)C(C)C)C.O.ON1C2C=CC=CC=2N=N1.F[B-](F)(F)F.N1(OC(N(C)C)=[N+](C)C)C2C=CC=CC=2N=N1.[C:62]([C:66]1[CH:72]=[CH:71][C:69]([NH2:70])=[CH:68][CH:67]=1)([CH3:65])([CH3:64])[CH3:63], predict the reaction product. The product is: [C:62]([C:66]1[CH:67]=[CH:68][C:69]([NH:70][C:17]([CH:14]2[CH2:15][CH2:16][C:10]3([O:9][N:8]=[C:7]([C:1]4[CH:2]=[CH:3][CH:4]=[CH:5][CH:6]=4)[CH2:11]3)[CH2:12][CH2:13]2)=[O:19])=[CH:71][CH:72]=1)([CH3:65])([CH3:63])[CH3:64]. (2) Given the reactants [C:1](=[O:4])([O-])[O-:2].[K+].[K+].[Cl:7][C:8]1[C:16]([Cl:17])=[C:15]2[C:11]([CH2:12][C:13]([CH:20]3[CH2:24][CH2:23][CH2:22][CH2:21]3)([CH3:19])[C:14]2=O)=[CH:10][C:9]=1O.BrC[C:28]1[CH:35]=[CH:34][C:31]([C:32]#[N:33])=[CH:30][CH:29]=1, predict the reaction product. The product is: [Cl:7][C:8]1[C:16]([Cl:17])=[C:15]2[C:11]([CH2:12][C:13]([CH:20]3[CH2:24][CH2:23][CH2:22][CH2:21]3)([CH3:19])[CH2:14]2)=[CH:10][C:9]=1[O:2][C:1]([C:28]1[CH:35]=[CH:34][C:31]([C:32]#[N:33])=[CH:30][CH:29]=1)=[O:4]. (3) Given the reactants [F:1][C@H:2]1[CH2:6][CH2:5][N:4]([CH:7]2[CH2:12][CH2:11][N:10]([C:13]3[CH:18]=[CH:17][C:16]([N+:19]([O-])=O)=[C:15]([O:22][CH3:23])[CH:14]=3)[CH2:9][CH2:8]2)[CH2:3]1.FC1(F)CCCN(C2CCN(C3C=CC(N)=C(OC)C=3)CC2)C1, predict the reaction product. The product is: [F:1][C@H:2]1[CH2:6][CH2:5][N:4]([CH:7]2[CH2:12][CH2:11][N:10]([C:13]3[CH:18]=[CH:17][C:16]([NH2:19])=[C:15]([O:22][CH3:23])[CH:14]=3)[CH2:9][CH2:8]2)[CH2:3]1. (4) Given the reactants [Cl-].O[NH3+:3].[C:4](=[O:7])([O-])[OH:5].[Na+].CS(C)=O.[CH2:13]([C:17]1[N:22]2[N:23]=[C:24]([CH3:26])[N:25]=[C:21]2[N:20]([CH:27]2[CH2:32][CH2:31][O:30][C:29]([CH3:34])([CH3:33])[CH2:28]2)[C:19](=[O:35])[C:18]=1[CH2:36][C:37]1[CH:42]=[CH:41][C:40]([C:43]2[C:44]([C:49]#[N:50])=[CH:45][CH:46]=[CH:47][CH:48]=2)=[CH:39][CH:38]=1)[CH2:14][CH2:15][CH3:16], predict the reaction product. The product is: [CH2:13]([C:17]1[N:22]2[N:23]=[C:24]([CH3:26])[N:25]=[C:21]2[N:20]([CH:27]2[CH2:32][CH2:31][O:30][C:29]([CH3:33])([CH3:34])[CH2:28]2)[C:19](=[O:35])[C:18]=1[CH2:36][C:37]1[CH:38]=[CH:39][C:40]([C:43]2[CH:48]=[CH:47][CH:46]=[CH:45][C:44]=2[C:49]2[NH:3][C:4](=[O:7])[O:5][N:50]=2)=[CH:41][CH:42]=1)[CH2:14][CH2:15][CH3:16]. (5) Given the reactants [CH3:1][O:2][C:3]1[CH:15]=[CH:14][C:6]([CH2:7][NH:8][C:9]2[S:10][CH:11]=[CH:12][N:13]=2)=[CH:5][CH:4]=1.C[Si]([N-][Si](C)(C)C)(C)C.[Li+].[Cl:26][C:27]1[C:36]2[C:31](=[CH:32][C:33]([S:38](Cl)(=[O:40])=[O:39])=[C:34]([CH3:37])[CH:35]=2)[N:30]=[CH:29][CH:28]=1.[NH4+].[Cl-], predict the reaction product. The product is: [Cl:26][C:27]1[C:36]2[C:31](=[CH:32][C:33]([S:38]([N:8]([CH2:7][C:6]3[CH:5]=[CH:4][C:3]([O:2][CH3:1])=[CH:15][CH:14]=3)[C:9]3[S:10][CH:11]=[CH:12][N:13]=3)(=[O:39])=[O:40])=[C:34]([CH3:37])[CH:35]=2)[N:30]=[CH:29][CH:28]=1. (6) The product is: [N:1]1([C:6]2[CH:7]=[C:8]3[C:13](=[CH:14][CH:15]=2)[CH:12]([C:16]([OH:18])=[O:17])[CH2:11][CH2:10][CH2:9]3)[CH:5]=[N:4][N:3]=[N:2]1. Given the reactants [N:1]1([C:6]2[CH:7]=[C:8]3[C:13](=[CH:14][CH:15]=2)[CH:12]([C:16]([O:18]C)=[O:17])[CH2:11][CH2:10][CH2:9]3)[CH:5]=[N:4][N:3]=[N:2]1.[OH-].[Li+].CO.Cl, predict the reaction product.